From a dataset of Full USPTO retrosynthesis dataset with 1.9M reactions from patents (1976-2016). Predict the reactants needed to synthesize the given product. (1) Given the product [Cl:1][C:2]1[CH:3]=[C:4]([CH:5]=[C:6]([C:8]([F:9])([F:10])[F:11])[CH:7]=1)[CH:12]=[O:13], predict the reactants needed to synthesize it. The reactants are: [Cl:1][C:2]1[CH:3]=[C:4]([CH2:12][OH:13])[CH:5]=[C:6]([C:8]([F:11])([F:10])[F:9])[CH:7]=1. (2) Given the product [CH3:1][O:2][C:3]([C:5]1[S:9][C:8]2[CH:10]=[C:11]([C:14]([O:16][CH2:17][CH:18]=[CH2:19])=[O:15])[CH:12]=[CH:13][C:7]=2[C:6]=1[O:20][S:22]([C:25]([F:28])([F:27])[F:26])(=[O:23])=[O:21])=[O:4], predict the reactants needed to synthesize it. The reactants are: [CH3:1][O:2][C:3]([C:5]1[S:9][C:8]2[CH:10]=[C:11]([C:14]([O:16][CH2:17][CH:18]=[CH2:19])=[O:15])[CH:12]=[CH:13][C:7]=2[C:6]=1[OH:20])=[O:4].[O:21](S(C(F)(F)F)(=O)=O)[S:22]([C:25]([F:28])([F:27])[F:26])(=O)=[O:23]. (3) Given the product [Cl:29][C:2]1[N:7]2[N:8]=[C:9]([CH3:20])[C:10]([C:11]3[C:16]([CH3:17])=[CH:15][C:14]([Cl:18])=[CH:13][C:12]=3[CH3:19])=[C:6]2[N:5]=[C:4]([CH3:21])[CH:3]=1, predict the reactants needed to synthesize it. The reactants are: O[C:2]1[N:7]2[N:8]=[C:9]([CH3:20])[C:10]([C:11]3[C:16]([CH3:17])=[CH:15][C:14]([Cl:18])=[CH:13][C:12]=3[CH3:19])=[C:6]2[N:5]=[C:4]([CH3:21])[CH:3]=1.C([O-])(O)=O.[Na+].O=P(Cl)(Cl)[Cl:29]. (4) Given the product [CH3:13][O:14][C:15]1[CH:20]=[C:19]([CH3:21])[CH:18]=[CH:17][C:16]=1[S:22]([NH:1][C:2]1[S:3][CH:4]=[C:5]([CH2:7][C:8]([O:10][CH2:11][CH3:12])=[O:9])[N:6]=1)(=[O:23])=[O:24], predict the reactants needed to synthesize it. The reactants are: [NH2:1][C:2]1[S:3][CH:4]=[C:5]([CH2:7][C:8]([O:10][CH2:11][CH3:12])=[O:9])[N:6]=1.[CH3:13][O:14][C:15]1[CH:20]=[C:19]([CH3:21])[CH:18]=[CH:17][C:16]=1[S:22](Cl)(=[O:24])=[O:23].